Dataset: Reaction yield outcomes from USPTO patents with 853,638 reactions. Task: Predict the reaction yield, written as a fraction of the theoretical maximum amount of product (1.0 means a 100% yield; for example, 0.34 means a 34% yield). The catalyst is N1C=CC=CC=1. The reactants are [CH3:1][C:2]1([CH3:19])[CH2:7][C:6]([CH3:9])([CH3:8])[CH2:5][C:4]([C:11]#[C:12][C:13]2[CH:18]=[CH:17][CH:16]=[CH:15][N:14]=2)(O)[CH2:3]1.O=P(Cl)(Cl)Cl.C(OCC)(=O)C. The yield is 0.800. The product is [CH3:1][C:2]1([CH3:19])[CH2:7][C:6]([CH3:8])([CH3:9])[CH2:5][C:4]([C:11]#[C:12][C:13]2[CH:18]=[CH:17][CH:16]=[CH:15][N:14]=2)=[CH:3]1.